This data is from Rat liver microsome stability data. The task is: Regression/Classification. Given a drug SMILES string, predict its absorption, distribution, metabolism, or excretion properties. Task type varies by dataset: regression for continuous measurements (e.g., permeability, clearance, half-life) or binary classification for categorical outcomes (e.g., BBB penetration, CYP inhibition). Dataset: rlm. (1) The molecule is N#Cc1cc(-c2ccc(C3(C(F)(F)F)CC3)cc2)ccn1. The result is 0 (unstable in rat liver microsomes). (2) The drug is O=C(c1cnccn1)N1CCC2(CCCN(C(c3ccccc3)c3ccccc3)C2)CC1. The result is 1 (stable in rat liver microsomes). (3) The drug is Cn1c(=O)c2cc(C(=O)NCCCN3CCN(c4ccccc4F)CC3)sc2c2ccccc21. The result is 1 (stable in rat liver microsomes). (4) The drug is O=C(NC1CCCc2c1[nH]c1ccc(Cl)cc21)c1ccncc1. The result is 0 (unstable in rat liver microsomes). (5) The compound is Cc1cccc2c1n(C)c(=N)n2CCOc1ccc(Cl)cc1. The result is 1 (stable in rat liver microsomes). (6) The molecule is O=C(Nc1ncc(S(=O)(=O)N2CCOCC2)s1)c1cccc(Br)c1. The result is 1 (stable in rat liver microsomes).